Dataset: KCNQ2 potassium channel screen with 302,405 compounds. Task: Binary Classification. Given a drug SMILES string, predict its activity (active/inactive) in a high-throughput screening assay against a specified biological target. (1) The compound is Brc1ccc(CC(=O)Nc2c(N3CCCC3)cccc2)cc1. The result is 1 (active). (2) The drug is O=C/1NC(=O)NC(=O)C1=C(\NC1CCN(CC1)Cc1ccccc1)C. The result is 0 (inactive). (3) The drug is S(=O)(=O)(N1CCCCC1)c1c2nonc2ccc1. The result is 0 (inactive). (4) The drug is S(c1nc(=S)n(c(c1C(=O)C)C)Cc1ccccc1)CC. The result is 0 (inactive). (5) The compound is OC(Cn1c(nc([N+]([O-])=O)c1)C)c1ccc(OC)cc1. The result is 0 (inactive). (6) The molecule is O(C(=O)N1CCC(NC2=C(Nc3cc(CC)ccc3)C(=O)C2=O)CC1)CC. The result is 0 (inactive).